From a dataset of Reaction yield outcomes from USPTO patents with 853,638 reactions. Predict the reaction yield, written as a fraction of the theoretical maximum amount of product (1.0 means a 100% yield; for example, 0.34 means a 34% yield). (1) The reactants are [Cl:1][C:2]1[CH:7]=[CH:6][C:5]([O:8]C)=[CH:4][C:3]=1[CH:10]([CH3:28])[C:11]([C:17]1[CH:18]=[CH:19][C:20]2[O:24][C:23](=[O:25])[N:22]([CH3:26])[C:21]=2[CH:27]=1)([OH:16])[C:12]([F:15])([F:14])[F:13].C([O-])(O)=O.[Na+]. The catalyst is C(Cl)Cl. The product is [Cl:1][C:2]1[CH:7]=[CH:6][C:5]([OH:8])=[CH:4][C:3]=1[CH:10]([CH3:28])[C:11]([C:17]1[CH:18]=[CH:19][C:20]2[O:24][C:23](=[O:25])[N:22]([CH3:26])[C:21]=2[CH:27]=1)([OH:16])[C:12]([F:13])([F:14])[F:15]. The yield is 0.670. (2) The reactants are [C:1]([C:3]1([C:15]2[CH:16]=[N:17][CH:18]=[CH:19][CH:20]=2)[CH2:8][CH:7](C(OCC)=O)[C:6](=[O:14])[CH2:5][CH2:4]1)#[N:2].Cl.[OH-].[Na+]. The catalyst is C(O)(=O)C. The product is [O:14]=[C:6]1[CH2:5][CH2:4][C:3]([C:15]2[CH:16]=[N:17][CH:18]=[CH:19][CH:20]=2)([C:1]#[N:2])[CH2:8][CH2:7]1. The yield is 0.600.